The task is: Predict the product of the given reaction.. This data is from Forward reaction prediction with 1.9M reactions from USPTO patents (1976-2016). (1) The product is: [Cl:1][C:2]1[CH:7]=[CH:6][C:5]([N:8]=[C:9]2[N:13]([CH2:22][CH:23]([CH3:25])[CH3:24])[C@@H:12]([CH:14]([CH2:16][CH3:17])[CH3:15])[CH2:11][S:10]2)=[CH:4][C:3]=1[C:18]([F:19])([F:21])[F:20]. Given the reactants [Cl:1][C:2]1[CH:7]=[CH:6][C:5]([N:8]=[C:9]2[NH:13][C@@H:12]([CH:14]([CH2:16][CH3:17])[CH3:15])[CH2:11][S:10]2)=[CH:4][C:3]=1[C:18]([F:21])([F:20])[F:19].[CH2:22](Br)[CH:23]([CH3:25])[CH3:24], predict the reaction product. (2) Given the reactants [OH:1][C:2]1[CH:7]=[CH:6][C:5]([C:8]2[CH:13]=[C:12]([O:14][CH3:15])[C:11]([O:16][CH3:17])=[C:10]([CH2:18][CH:19]3[S:23][C:22](=S)[NH:21][C:20]3=[O:25])[CH:9]=2)=[CH:4][C:3]=1[C:26]1([CH3:32])[CH2:31][CH2:30][CH2:29][CH2:28][CH2:27]1.[NH:33]1[CH2:37][CH2:36][CH2:35][CH2:34]1, predict the reaction product. The product is: [OH:1][C:2]1[CH:7]=[CH:6][C:5]([C:8]2[CH:13]=[C:12]([O:14][CH3:15])[C:11]([O:16][CH3:17])=[C:10]([CH2:18][CH:19]3[S:23][C:22]([N:33]4[CH2:37][CH2:36][CH2:35][CH2:34]4)=[N:21][C:20]3=[O:25])[CH:9]=2)=[CH:4][C:3]=1[C:26]1([CH3:32])[CH2:27][CH2:28][CH2:29][CH2:30][CH2:31]1. (3) Given the reactants [F:1][C:2]1([F:30])[O:6][C:5]2[CH:7]=[CH:8][C:9]([NH:11][C:12]([C:14]3[S:18][CH:17]=[N:16][C:15]=3[NH:19][CH2:20][C:21]3[CH:26]=[CH:25][N:24]=[C:23]([C:27]([NH2:29])=[O:28])[CH:22]=3)=[O:13])=[CH:10][C:4]=2[O:3]1.FC1(F)OC2C=CC(NC(C3SC=NC=3NCC3C=CN=C(C(OC)=O)C=3)=O)=CC=2O1.[N:62]1([CH2:67][CH2:68][CH2:69][CH2:70]N)[CH2:66][CH2:65][CH2:64][CH2:63]1, predict the reaction product. The product is: [F:30][C:2]1([F:1])[O:6][C:5]2[CH:7]=[CH:8][C:9]([NH:11][C:12]([C:14]3[S:18][CH:17]=[N:16][C:15]=3[NH:19][CH2:20][C:21]3[CH:26]=[CH:25][N:24]=[C:23]([C:27]([NH:29][CH2:70][CH2:69][CH2:68][CH2:67][N:62]4[CH2:66][CH2:65][CH2:64][CH2:63]4)=[O:28])[CH:22]=3)=[O:13])=[CH:10][C:4]=2[O:3]1. (4) Given the reactants [C:1]([C:3]1[CH:14]=[CH:13][C:6]([CH2:7][CH:8]([C:11]#[N:12])[C:9]#[N:10])=[CH:5][CH:4]=1)#[N:2].[H-].[Na+].Br[CH2:18][CH2:19][C:20]([F:23])([F:22])[F:21], predict the reaction product. The product is: [C:1]([C:3]1[CH:14]=[CH:13][C:6]([CH2:7][C:8]([CH2:18][CH2:19][C:20]([F:23])([F:22])[F:21])([C:11]#[N:12])[C:9]#[N:10])=[CH:5][CH:4]=1)#[N:2]. (5) Given the reactants [NH2:1][C:2]1[C:7](CCNC(=O)OC)=[C:6]([NH2:15])[N:5]=[C:4]([C:16]2[C:24]3[C:19](=[N:20][CH:21]=[CH:22][CH:23]=3)[N:18]([CH2:25][C:26]3[CH:31]=[CH:30][CH:29]=[CH:28][C:27]=3[F:32])[N:17]=2)[N:3]=1.[OH2:33], predict the reaction product. The product is: [NH2:1][C:2]1[N:3]=[C:4]([C:16]2[C:24]3[C:19](=[N:20][CH:21]=[CH:22][CH:23]=3)[N:18]([CH2:25][C:26]3[CH:31]=[CH:30][CH:29]=[CH:28][C:27]=3[F:32])[N:17]=2)[N:5]=[C:6]2[C:7]=1[N:3]([CH2:2][CH3:7])[C:4](=[O:33])[NH:15]2.